From a dataset of Experimentally validated miRNA-target interactions with 360,000+ pairs, plus equal number of negative samples. Binary Classification. Given a miRNA mature sequence and a target amino acid sequence, predict their likelihood of interaction. (1) The miRNA is hsa-miR-28-5p with sequence AAGGAGCUCACAGUCUAUUGAG. The protein sequence of the target gene is MAQFDTEYQRLEASYSDSPPGEEDLLVHVAEGSKSPWHHIENLDLFFSRVYNLHQKNGFTCMLIGEIFELMQFLFVVAFTTFLVSCVDYDILFANKMVNHSLHPTEPVKVTLPDAFLPAQVCSARIQENGSLITILVIAGVFWIHRLIKFIYNICCYWEIHSFYLHALRIPMSALPYCTWQEVQARIVQTQKEHQICIHKRELTELDIYHRILRFQNYMVALVNKSLLPLRFRLPGLGEAVFFTRGLKYNFELILFWGPGSLFLNEWSLKAEYKRGGQRLELAQRLSNRILWIGIANFLL.... Result: 1 (interaction). (2) The protein sequence of the target gene is MKLIILEHYSQASEWAAKYIRNRIIQFNPGPDKYFTLGLPTGSTPLGCYQKLIEYYKNGDLSFQYVKTFNMDEYVGLPRDHPESYHSFMWNNFFKHIDIHPENTHILDGNAADLQAECDAFEEKIQAAGGIELFVGGIGPDGHIAFNEPGSSLVSRTRVKTLAMDTILANARFFDGDLAKVPTMALTVGVGTVMDAKEVMILITGAHKAFALYKAIEEGVNHMWTVSAFQQHPRTVFVCDEDATLELKVKTVKYFKGLMLVHNKLVDPLYSIKEKEIQKSQSAKKPYSD. Result: 0 (no interaction). The miRNA is mmu-miR-6920-5p with sequence ACACAAUGGAAAGACUGCUUGU. (3) The miRNA is hsa-miR-1295b-3p with sequence AAUAGGCCACGGAUCUGGGCAA. The protein sequence of the target gene is MSFLFSSRSSKTFKPKKNIPEGSHQYELLKHAEATLGSGNLRQAVMLPEGEDLNEWIAVNTVDFFNQINMLYGTITEFCTEASCPVMSAGPRYEYHWADGTNIKKPIKCSAPKYIDYLMTWVQDQLDDETLFPSKIGVPFPKNFMSVAKTILKRLFRVYAHIYHQHFDSVMQLQEEAHLNTSFKHFIFFVQEFNLIDRRELAPLQELIEKLGSKDR. Result: 1 (interaction). (4) The miRNA is mmu-miR-686 with sequence AUUGCUUCCCAGACGGUGAAGA. The protein sequence of the target gene is MTRILTAFKVVRTLKTGFGFTNVTAHQKWKFSRPGIRLLSVKAQTAHIVLEDGTKMKGYSFGHPSSVAGEVVFNTGLGGYPEAITDPAYKGQILTMANPIIGNGGAPDTTALDELGLSKYLESNGIKVSGLLVLDYSKDYNHWLATKSLGQWLQEEKVPAIYGVDTRMLTKIIRDKGTMLGKIEFEGQPVDFVDPNKQNLIAEVSTKDVKVYGKGNPTKVVAVDCGIKNNVIRLLVKRGAEVHLVPWNHDFTKMEYDGILIAGGPGNPALAEPLIQNVRKILESDRKEPLFGISTGNLIT.... Result: 0 (no interaction). (5) The miRNA is rno-miR-215 with sequence AUGACCUAUGAUUUGACAGACA. The protein sequence of the target gene is MAATVRRQRPRRLLCWALVAVLLADLLALSDTLAVMSVDLGSESMKVAIVKPGVPMEIVLNKESRRKTPVTVTLKENERFLGDSAAGMAIKNPKATLRYFQHLLGKQADNPHVALYRSRFPEHELNVDPQRQTVRFQISPQLQFSPEEVLGMVLNYSRSLAEDFAEQPIKDAVITVPAFFNQAERRAVLQAARMAGLKVLQLINDNTATALSYGVFRRKDINSTAQNIMFYDMGSGSTVCTIVTYQTVKTKEAGTQPQLQIRGVGFDRTLGGLEMELRLREHLAKLFNEQRKGQKAKDVR.... Result: 1 (interaction). (6) The miRNA is hsa-miR-378e with sequence ACUGGACUUGGAGUCAGGA. The protein sequence of the target gene is MENTRSENEEQPESTLKIDEEQPAVEQSPENQCSEEDQSSEDLSSEEQSSEEEFFPEELLPELLPEMLLSEDRPPQECLSQKNQFEDRIPMEQPPCGVGKHKLEEGSFKERLARIRPQFIGDIHGRNLSNEEMIQAADELEEMKRVRNKLMIMHWKAKRSRPYPI. Result: 0 (no interaction). (7) Result: 1 (interaction). The miRNA is hsa-let-7a-5p with sequence UGAGGUAGUAGGUUGUAUAGUU. The protein sequence of the target gene is MTTAVERKYINIRKRLDQLGYRQTLTVECLPLVEKLFSDLVHTTESLRQSKLSAVKAEKESANFDFVLEPYKLENARLSRENNELYLELMKLREHSDQHVKELKTSLKKCARETADLKFLNNQYAHKLKLLEKESKAKNERIQQLQEKNLHAVVQTPGGKKRSIAFRRQRMQIDEPVPPSEVSSYPVPQPDDPYIADLLQVADNRIQELQQEVHQLQEKLAMMESGVRDYSKQIELREREIERLSVALDGGRSPDVLSLESRNKTNEKLIAHLNIQVDFLQQANKDLEKRIRELMETKET.... (8) The protein sequence of the target gene is MSVGCPEPEPLHSLPCCGPGAAPVPGAGVPLLTEDMQALTLRTLAASDVTKHYELVRELGKGTYGKVDLVAYKGTGTKMALKFVNKSKTKLKNFLREVSITNSLSSSPFIIKVFDVVFETEECYVFAQEYAPAGDLFDIIPPQVGLPEDTVKRCVQQLGLALDFMHSRQLVHRDIKPENVLLFDRECRRVKLADFGMTRRVGCRVKRVSGTIPYTAPEVCQAGRADGFAVDTGVDVWAFGVLIFCVLTGNFPWEAASGADAFFEEFVRWQRGRLPGLPSQWRRFTEPALRMFQRLLALEP.... The miRNA is mmu-miR-205-5p with sequence UCCUUCAUUCCACCGGAGUCUG. Result: 0 (no interaction). (9) The miRNA is mmu-miR-1947-5p with sequence AGGACGAGCUAGCUGAGUGCUG. The protein sequence of the target gene is MAAEKQIPGGGSGGGGSGSGGGGGGSGGGRSAGGDENKENERPSAGSKANKEFGDSLSLEILQIIKESQQQHGLRHGDFQRYRGYCSRRQRRLRKTLNFKMGNRHKFTGKKVTEELLTDNRYLLLVLMDAERAWSYAMQLKQEANTEPRKRFHLLSRLRKAVKHAEELERLCESNRVDAKTKLEAQAYTAYLSGMLRFEHQEWKSAIEAFNKCKTIYEKLASAFTEEQAVLYNQRVEEISPNIRYCAYNIGDQSAINELMQMRLRSGGTEGLLAEKLEALITQTRAKQAATMSEVEWRGR.... Result: 0 (no interaction). (10) The miRNA is hsa-miR-1296-5p with sequence UUAGGGCCCUGGCUCCAUCUCC. The protein sequence of the target gene is MESRKLISATDIQYSASLLNSLNEQRGHGLFCDVTVIVEDRKFRAHRNILSASSTYFHQLFSVAGQVVELSFIRAEIFAEILNYIYSSKVVRVRADLLDELIKSGQLLGVKFIAELGVPLSQVKSISGTEQDGTAETLPSSSSDKSLDMEKSKDEAQDNGATVMPIITESFSLSAEDNEMKKIIVTDSDDDDDDDVIFCSEILPAKEDLPSNNTATQVQPNPASVAISEVTPCASNNSPPVTNITPTQLPTPVNQATLSQTQGSEELLVSSASTHLTPNIILLNQAPLTAPPSASSSLPN.... Result: 0 (no interaction).